This data is from Reaction yield outcomes from USPTO patents with 853,638 reactions. The task is: Predict the reaction yield, written as a fraction of the theoretical maximum amount of product (1.0 means a 100% yield; for example, 0.34 means a 34% yield). (1) The reactants are Cl.[C:2]([N:6]1[CH2:11][CH2:10][CH:9]([C:12]2[CH:17]=[CH:16][C:15]([C:18]([NH2:20])=[O:19])=[C:14]([NH:21][C:22]3[CH:27]=[CH:26][C:25]([C:28]([N:30]4[CH2:35][CH2:34][N:33]([C:36](=[O:42])[CH2:37][CH2:38][CH2:39][CH2:40][NH2:41])[CH2:32][CH2:31]4)=[O:29])=[CH:24][CH:23]=3)[N:13]=2)[CH2:8][CH2:7]1)(=[O:5])[CH:3]=[CH2:4].O=C1CCC(=O)N1[O:50][C:51](=O)[CH2:52][CH2:53][O:54][CH2:55][CH2:56][O:57][CH2:58][CH2:59][O:60][CH2:61][CH2:62][O:63][CH2:64][CH2:65][NH:66][C:67](=[O:81])[CH2:68][CH2:69][CH2:70][CH2:71][CH:72]1[CH:79]2[CH:75]([NH:76][C:77](=[O:80])[NH:78]2)[CH2:74][S:73]1.CCN(C(C)C)C(C)C. The catalyst is CC#N. The product is [C:2]([N:6]1[CH2:7][CH2:8][CH:9]([C:12]2[CH:17]=[CH:16][C:15]([C:18]([NH2:20])=[O:19])=[C:14]([NH:21][C:22]3[CH:27]=[CH:26][C:25]([C:28]([N:30]4[CH2:35][CH2:34][N:33]([C:36](=[O:42])[CH2:37][CH2:38][CH2:39][CH2:40][NH:41][C:51](=[O:50])[CH2:52][CH2:53][O:54][CH2:55][CH2:56][O:57][CH2:58][CH2:59][O:60][CH2:61][CH2:62][O:63][CH2:64][CH2:65][NH:66][C:67](=[O:81])[CH2:68][CH2:69][CH2:70][CH2:71][CH:72]5[CH:79]6[CH:75]([NH:76][C:77](=[O:80])[NH:78]6)[CH2:74][S:73]5)[CH2:32][CH2:31]4)=[O:29])=[CH:24][CH:23]=3)[N:13]=2)[CH2:10][CH2:11]1)(=[O:5])[CH:3]=[CH2:4]. The yield is 0.320. (2) The reactants are [CH2:1]([CH:3]([CH2:17][CH3:18])[CH2:4][NH:5][C:6]1[N:16]=[CH:15][CH:14]=[CH:13][C:7]=1[C:8]([O:10][CH2:11]C)=[O:9])[CH3:2].[O:19]=C(Cl)OC(Cl)(Cl)Cl. The catalyst is ClCCCl.O1CCOCC1. The product is [CH2:1]([CH:3]([CH2:17][CH3:18])[CH2:4][N:5]1[C:6]2[N:16]=[CH:15][CH:14]=[CH:13][C:7]=2[C:8](=[O:9])[O:10][C:11]1=[O:19])[CH3:2]. The yield is 0.360. (3) The reactants are [Cl:1][C:2]1[C:7]([NH2:8])=[C:6]([NH:9][CH2:10][CH2:11][CH2:12][C:13]#[CH:14])[CH:5]=[CH:4][N:3]=1.[C:15](=S)=[S:16].[OH-].[K+].C(O)(=O)C. The catalyst is C(O)C.O. The product is [Cl:1][C:2]1[C:7]2[NH:8][C:15](=[S:16])[N:9]([CH2:10][CH2:11][CH2:12][C:13]#[CH:14])[C:6]=2[CH:5]=[CH:4][N:3]=1. The yield is 0.890. (4) The reactants are Br[CH2:2][C:3]1[CH:4]=[C:5]([B:9]2[O:17][C:14]([CH3:16])([CH3:15])[C:11]([CH3:13])([CH3:12])[O:10]2)[CH:6]=[CH:7][CH:8]=1.[CH3:18][NH:19][CH3:20].C([O-])([O-])=O.[K+].[K+]. The catalyst is C(#N)C. The product is [CH3:18][N:19]([CH3:20])[CH2:2][C:3]1[CH:8]=[CH:7][CH:6]=[C:5]([B:9]2[O:17][C:14]([CH3:16])([CH3:15])[C:11]([CH3:13])([CH3:12])[O:10]2)[CH:4]=1. The yield is 0.770. (5) The reactants are [F:1][C:2]1[CH:7]=[CH:6][CH:5]=[C:4]([F:8])[C:3]=1[C:9]1[S:10][CH:11]=[C:12]([C:14]([NH:16][C:17]2[C:18]([N:35]3[CH2:40][CH2:39][CH2:38][C@H:37]([NH:41]C(=O)OC(C)(C)C)[CH2:36]3)=[C:19]3[CH:25]=[CH:24][N:23](S(C4C=CC=CC=4)(=O)=O)[C:20]3=[N:21][CH:22]=2)=[O:15])[N:13]=1.C1COCC1. The catalyst is CO.[OH-].[Na+].CCOC(C)=O. The product is [NH2:41][C@H:37]1[CH2:38][CH2:39][CH2:40][N:35]([C:18]2[C:17]([NH:16][C:14]([C:12]3[N:13]=[C:9]([C:3]4[C:2]([F:1])=[CH:7][CH:6]=[CH:5][C:4]=4[F:8])[S:10][CH:11]=3)=[O:15])=[CH:22][N:21]=[C:20]3[NH:23][CH:24]=[CH:25][C:19]=23)[CH2:36]1. The yield is 0.520. (6) The reactants are [I:1]N1C(=O)CCC1=O.[C:9]([O:13][C:14]([N:16]1[CH2:21][CH2:20][C:19]2[NH:22][C:23]([C:25]3[CH:30]=[CH:29][N:28]=[C:27]([NH2:31])[N:26]=3)=[CH:24][C:18]=2[C:17]1=[O:32])=[O:15])([CH3:12])([CH3:11])[CH3:10].[Al].[O-]S([O-])(=S)=O.[Na+].[Na+]. The catalyst is CN(C=O)C. The product is [C:9]([O:13][C:14]([N:16]1[CH2:21][CH2:20][C:19]2[NH:22][C:23]([C:25]3[CH:30]=[CH:29][N:28]=[C:27]([NH2:31])[N:26]=3)=[C:24]([I:1])[C:18]=2[C:17]1=[O:32])=[O:15])([CH3:12])([CH3:10])[CH3:11]. The yield is 0.900. (7) The reactants are [F:1][C:2]1[CH:3]=[C:4]([CH:7]=[CH:8][C:9]=1[N+:10]([O-:12])=[O:11])[CH:5]=O.[NH:13]1[CH2:18][CH2:17][CH2:16][CH2:15][CH2:14]1.C(O[BH-](OC(=O)C)OC(=O)C)(=O)C.[Na+].[OH-].[Na+]. The catalyst is CC(O)=O.C(Cl)Cl. The product is [F:1][C:2]1[CH:3]=[C:4]([CH:7]=[CH:8][C:9]=1[N+:10]([O-:12])=[O:11])[CH2:5][N:13]1[CH2:18][CH2:17][CH2:16][CH2:15][CH2:14]1. The yield is 0.582. (8) The reactants are [CH:1]1([S:4]([NH2:7])(=[O:6])=[O:5])[CH2:3][CH2:2]1.[H-].[Na+].[CH3:10][C:11]1([CH3:42])[C:20]2[C:15](=[C:16]([C:21](O)=[O:22])[CH:17]=[CH:18][CH:19]=2)[NH:14][CH:13]([C:24]2[CH:29]=[CH:28][CH:27]=[C:26]([N:30]3[CH2:35][CH2:34][N:33]([C:36]4[CH:41]=[CH:40][CH:39]=[CH:38][CH:37]=4)[CH2:32][CH2:31]3)[CH:25]=2)[CH2:12]1.C(N1C=CN=C1)(N1C=CN=C1)=O. The catalyst is CN(C)C=O.O. The product is [CH3:10][C:11]1([CH3:42])[C:20]2[C:15](=[C:16]([C:21]([NH:7][S:4]([CH:1]3[CH2:3][CH2:2]3)(=[O:6])=[O:5])=[O:22])[CH:17]=[CH:18][CH:19]=2)[NH:14][CH:13]([C:24]2[CH:29]=[CH:28][CH:27]=[C:26]([N:30]3[CH2:31][CH2:32][N:33]([C:36]4[CH:41]=[CH:40][CH:39]=[CH:38][CH:37]=4)[CH2:34][CH2:35]3)[CH:25]=2)[CH2:12]1. The yield is 0.240. (9) The reactants are COC1C=CC(C[CH:8]([CH2:12][C:13]2[CH:18]=[CH:17][C:16]([O:19][C:20](=[O:36])[C@H:21]([CH:33]([CH3:35])[CH3:34])[NH:22][C:23]([O:25][CH2:26][C:27]3[CH:32]=[CH:31][CH:30]=[CH:29][CH:28]=3)=[O:24])=[C:15]([O:37][C:38](=[O:54])[C@H:39]([CH:51]([CH3:53])[CH3:52])[NH:40][C:41]([O:43][CH2:44][C:45]3[CH:50]=[CH:49][CH:48]=[CH:47][CH:46]=3)=[O:42])[CH:14]=2)[C:9]([O-:11])=[O:10])=CC=1.C(O)(C(F)(F)F)=O. The catalyst is ClCCl. The product is [C:41]([NH:40][C@H:39]([C:38]([O:37][C:15]1[CH:14]=[C:13]([CH:18]=[CH:17][C:16]=1[O:19][C:20](=[O:36])[C@H:21]([CH:33]([CH3:35])[CH3:34])[NH:22][C:23]([O:25][CH2:26][C:27]1[CH:32]=[CH:31][CH:30]=[CH:29][CH:28]=1)=[O:24])[CH2:12][CH2:8][C:9]([OH:11])=[O:10])=[O:54])[CH:51]([CH3:52])[CH3:53])([O:43][CH2:44][C:45]1[CH:46]=[CH:47][CH:48]=[CH:49][CH:50]=1)=[O:42]. The yield is 0.800. (10) The yield is 0.260. The reactants are [NH2:1][C:2]1[NH:6][N:5]=[C:4]([CH3:7])[C:3]=1[C:8]1[S:9][C:10]2[CH:16]=[C:15]([S:17](Cl)(=[O:19])=[O:18])[CH:14]=[CH:13][C:11]=2[N:12]=1.[C:21]1([NH:27][NH2:28])[CH:26]=[CH:25][CH:24]=[CH:23][CH:22]=1.C[N:30]1CCOCC1. The product is [C:21]1([NH:27][NH:28][NH:30][S:17]([C:15]2[CH:14]=[CH:13][C:11]3[N:12]=[C:8]([C:3]4[C:4]([CH3:7])=[N:5][NH:6][C:2]=4[NH2:1])[S:9][C:10]=3[CH:16]=2)(=[O:19])=[O:18])[CH:26]=[CH:25][CH:24]=[CH:23][CH:22]=1. The catalyst is CO.